Task: Binary Classification. Given a drug SMILES string, predict its activity (active/inactive) in a high-throughput screening assay against a specified biological target.. Dataset: M1 muscarinic receptor agonist screen with 61,833 compounds (1) The molecule is O=c1[nH]c2c(cc1CN(CCc1ccccc1)Cc1n(nnn1)CCOC)ccc(c2)C. The result is 0 (inactive). (2) The compound is O=c1nc[nH]c2nc(c(nc12)c1ccccc1)c1ccccc1. The result is 0 (inactive). (3) The molecule is Clc1ccc(c2nn(c3sc(cc23)C(=O)NCc2occc2)C)cc1. The result is 0 (inactive). (4) The molecule is s1c2c(=O)n3c(nc2cc1)c(C(=O)N1CCN(CC1)C(OCC)=O)ccc3. The result is 0 (inactive). (5) The molecule is S(=O)(=O)(N(c1ccc(OCC)cc1)CC(=O)N)c1ccc(F)cc1. The result is 0 (inactive). (6) The compound is S(c1n(c2ccc(cc2)CC)c(=O)c2c(n1)[nH]nc2)CC(=O)Nc1n[nH]c(c1)C. The result is 0 (inactive).